Predict the reaction yield, written as a fraction of the theoretical maximum amount of product (1.0 means a 100% yield; for example, 0.34 means a 34% yield). From a dataset of Reaction yield outcomes from USPTO patents with 853,638 reactions. (1) The reactants are [CH2:1]([O:4][C:5]1[CH:10]=[CH:9][C:8]([CH2:11]O)=[CH:7][CH:6]=1)[CH:2]=[CH2:3].O=S(Cl)[Cl:15]. The catalyst is ClCCl. The product is [CH2:1]([O:4][C:5]1[CH:10]=[CH:9][C:8]([CH2:11][Cl:15])=[CH:7][CH:6]=1)[CH:2]=[CH2:3]. The yield is 0.450. (2) The reactants are Cl[C:2]1[C:3]2[N:11]=[C:10]([C:12]3[CH:17]=[CH:16][C:15]([F:18])=[CH:14][CH:13]=3)[CH:9]=[CH:8][C:4]=2[N:5]=[CH:6][N:7]=1.[NH:19]1[CH2:24][CH2:23][O:22][CH2:21][CH2:20]1. The catalyst is O1CCOCC1. The product is [O:22]1[CH2:23][CH2:24][N:19]([C:2]2[C:3]3[N:11]=[C:10]([C:12]4[CH:17]=[CH:16][C:15]([F:18])=[CH:14][CH:13]=4)[CH:9]=[CH:8][C:4]=3[N:5]=[CH:6][N:7]=2)[CH2:20][CH2:21]1. The yield is 0.970. (3) The reactants are [NH:1]1[CH2:4][CH:3]([NH:5][C:6](=[O:12])[O:7][C:8]([CH3:11])([CH3:10])[CH3:9])[CH2:2]1.[F:13][C:14]([F:29])([F:28])[C:15]1[CH:20]=[CH:19][C:18]([N:21]2[CH:25]=[CH:24][C:23]([CH:26]=O)=[CH:22]2)=[CH:17][CH:16]=1. The catalyst is C(Cl)Cl. The product is [C:8]([O:7][C:6](=[O:12])[NH:5][CH:3]1[CH2:4][N:1]([CH2:26][C:23]2[CH:24]=[CH:25][N:21]([C:18]3[CH:19]=[CH:20][C:15]([C:14]([F:29])([F:13])[F:28])=[CH:16][CH:17]=3)[CH:22]=2)[CH2:2]1)([CH3:9])([CH3:11])[CH3:10]. The yield is 0.730. (4) The reactants are [OH:1][CH2:2][C:3]1[C:4]([S:26]([CH3:29])(=[O:28])=[O:27])=[CH:5][C:6]2[N:10]3[CH2:11][CH2:12][N:13]([C:18]([O:20][C:21]([CH3:24])([CH3:23])[CH3:22])=[O:19])[C@H:14]([CH:15]([CH3:17])[CH3:16])[C:9]3=[N:8][C:7]=2[CH:25]=1.CCN(CC)CC.[C:37](Cl)([CH3:39])=[O:38].CCOC(C)=O. The catalyst is C(Cl)Cl. The product is [C:37]([O:1][CH2:2][C:3]1[C:4]([S:26]([CH3:29])(=[O:27])=[O:28])=[CH:5][C:6]2[N:10]3[CH2:11][CH2:12][N:13]([C:18]([O:20][C:21]([CH3:23])([CH3:24])[CH3:22])=[O:19])[C@H:14]([CH:15]([CH3:16])[CH3:17])[C:9]3=[N:8][C:7]=2[CH:25]=1)(=[O:38])[CH3:39]. The yield is 0.811. (5) The reactants are [CH2:1]([Zn]CC)C.[CH2:6]([N:8]1[C:16]2[C:11](=[CH:12][CH:13]=[C:14]([O:17][CH:18]=[CH2:19])[CH:15]=2)[C:10]([C:20]#[N:21])=[CH:9]1)[CH3:7].ClCI.[NH4+].[Cl-].[OH-].[NH4+]. The catalyst is C(OCC)(=O)C.ClCCCl. The product is [CH:18]1([O:17][C:14]2[CH:15]=[C:16]3[C:11]([C:10]([C:20]#[N:21])=[CH:9][N:8]3[CH2:6][CH3:7])=[CH:12][CH:13]=2)[CH2:1][CH2:19]1. The yield is 0.457. (6) The reactants are [CH3:1][C:2]1([CH3:17])[CH2:11][CH2:10][C:9]([CH3:13])([CH3:12])[C:8]2[CH:7]=[C:6](B(O)O)[CH:5]=[CH:4][C:3]1=2.Br[C:19]1[CH:20]=[C:21]([CH:24]=[O:25])[NH:22][CH:23]=1. No catalyst specified. The product is [CH3:1][C:2]1([CH3:17])[CH2:11][CH2:10][C:9]([CH3:13])([CH3:12])[C:8]2[CH:7]=[C:6]([C:19]3[CH:20]=[C:21]([CH:24]=[O:25])[NH:22][CH:23]=3)[CH:5]=[CH:4][C:3]1=2. The yield is 0.216.